This data is from Reaction yield outcomes from USPTO patents with 853,638 reactions. The task is: Predict the reaction yield, written as a fraction of the theoretical maximum amount of product (1.0 means a 100% yield; for example, 0.34 means a 34% yield). (1) The reactants are Br[CH2:2][CH2:3][CH2:4][CH2:5][CH2:6][C:7]([C:9]1[O:10][C:11]([C:14]2[CH:19]=[CH:18][CH:17]=[CH:16][N:15]=2)=[CH:12][N:13]=1)=[O:8].[CH3:20][NH:21][C:22]1[CH:27]=[CH:26][CH:25]=[CH:24][CH:23]=1. The catalyst is C(Cl)Cl. The product is [CH3:20][N:21]([C:22]1[CH:27]=[CH:26][CH:25]=[CH:24][CH:23]=1)[CH2:2][CH2:3][CH2:4][CH2:5][CH2:6][C:7]([C:9]1[O:10][C:11]([C:14]2[CH:19]=[CH:18][CH:17]=[CH:16][N:15]=2)=[CH:12][N:13]=1)=[O:8]. The yield is 0.520. (2) The reactants are Br[C:2]1[CH:7]=[C:6]([F:8])[CH:5]=[CH:4][C:3]=1[O:9][CH2:10][C:11]1[CH:16]=[C:15]([CH3:17])[CH:14]=[CH:13][N:12]=1.CC1(C)C(C)(C)OB([C:26]2[CH:35]=[C:34]3[C:29]([CH2:30][CH2:31][N:32]([C:36]([O:38][C:39]([CH3:42])([CH3:41])[CH3:40])=[O:37])[CH2:33]3)=[CH:28][CH:27]=2)O1.C(=O)([O-])[O-].[Cs+].[Cs+].O. The catalyst is O1CCOCC1.O.Cl[Pd]Cl.C1C=CC(P(C2C=CC=CC=2)[C-]2C=CC=C2)=CC=1.C1C=CC(P(C2C=CC=CC=2)[C-]2C=CC=C2)=CC=1.[Fe+2].C(OCC)(=O)C. The product is [F:8][C:6]1[CH:5]=[CH:4][C:3]([O:9][CH2:10][C:11]2[CH:16]=[C:15]([CH3:17])[CH:14]=[CH:13][N:12]=2)=[C:2]([C:26]2[CH:35]=[C:34]3[C:29]([CH2:30][CH2:31][N:32]([C:36]([O:38][C:39]([CH3:42])([CH3:41])[CH3:40])=[O:37])[CH2:33]3)=[CH:28][CH:27]=2)[CH:7]=1. The yield is 1.00. (3) The reactants are Cl[C:2]([Cl:30])(Cl)[C:3](=N)[O:4][C@H:5]1[O:22][C@H:21]([CH2:23][O:24][C:25](=[O:27])[CH3:26])[C@@H:16]([O:17][C:18](=[O:20])[CH3:19])[C@H:11]([O:12][C:13](=[O:15])[CH3:14])[C@@H:6]1[O:7][C:8](=[O:10])[CH3:9].[Br:31][C:32]1[CH:37]=CC(O)=[C:34](Cl)[CH:33]=1.[Si](OS(C(F)(F)F)(=O)=O)(C)(C)C. The catalyst is C1(C)C=CC=CC=1. The product is [C:8]([O:7][C@H:6]1[C@@H:11]([O:12][C:13](=[O:15])[CH3:14])[C@H:16]([O:17][C:18](=[O:20])[CH3:19])[C@@H:21]([CH2:23][O:24][C:25](=[O:27])[CH3:26])[O:22][C@@H:5]1[O:4][C:3]1[CH:34]=[CH:33][C:32]([Br:31])=[CH:37][C:2]=1[Cl:30])(=[O:10])[CH3:9]. The yield is 0.850. (4) The reactants are C(OC([N:8]1[CH2:11][C:10]2([CH2:14][N:13]([C:15](=[O:17])[CH3:16])[CH2:12]2)[CH2:9]1)=O)(C)(C)C.C(O)(C(F)(F)F)=O.C(Cl)[Cl:26]. No catalyst specified. The product is [ClH:26].[CH2:12]1[C:10]2([CH2:11][NH:8][CH2:9]2)[CH2:14][N:13]1[C:15](=[O:17])[CH3:16]. The yield is 0.750. (5) The reactants are FC(F)(F)S(O[C:7]1[CH:12]=[C:11]([CH3:13])[C:10]([CH2:14][C:15]2[CH:20]=[CH:19][C:18]([O:21][CH2:22][O:23][CH3:24])=[C:17]([CH2:25][C:26]3[CH:31]=[CH:30][CH:29]=[CH:28][CH:27]=3)[CH:16]=2)=[C:9]([CH3:32])[CH:8]=1)(=O)=O.[CH3:35][OH:36].C1(P(C(P(C2C=CC=CC=2)C2C=CC=CC=2)(C)C)C2C=CC=CC=2)C=CC=CC=1.Cl.CN([CH:70]=[O:71])C. The catalyst is CC([O-])=O.CC([O-])=O.[Pd+2]. The product is [CH2:25]([C:17]1[CH:16]=[C:15]([CH:20]=[CH:19][C:18]=1[O:21][CH2:22][O:23][CH3:24])[CH2:14][C:10]1[C:9]([CH3:32])=[CH:8][C:7]([C:35]([O:71][CH3:70])=[O:36])=[CH:12][C:11]=1[CH3:13])[C:26]1[CH:31]=[CH:30][CH:29]=[CH:28][CH:27]=1. The yield is 0.880. (6) The reactants are [CH2:1]([O:3][C:4](=[O:46])[CH:5]([O:32][C:33]1[CH:38]=[CH:37][CH:36]=[CH:35][C:34]=1[CH2:39][CH2:40][C:41]([O:43][CH2:44][CH3:45])=[O:42])[CH:6]([CH2:8][CH2:9][CH2:10][CH2:11][CH2:12][CH2:13][O:14][C:15]1[CH:20]=[C:19]([C:21]2[C:22](=[O:30])[N:23]([CH3:29])[C:24](=[O:28])[N:25]([CH3:27])[CH:26]=2)[CH:18]=[C:17](Br)[CH:16]=1)[CH3:7])[CH3:2].[C:47]1(B(O)O)[CH:52]=[CH:51][CH:50]=[CH:49][CH:48]=1. No catalyst specified. The product is [CH2:1]([O:3][C:4](=[O:46])[CH:5]([O:32][C:33]1[CH:38]=[CH:37][CH:36]=[CH:35][C:34]=1[CH2:39][CH2:40][C:41]([O:43][CH2:44][CH3:45])=[O:42])[CH:6]([CH2:8][CH2:9][CH2:10][CH2:11][CH2:12][CH2:13][O:14][C:15]1[CH:16]=[C:17]([C:47]2[CH:52]=[CH:51][CH:50]=[CH:49][CH:48]=2)[CH:18]=[C:19]([C:21]2[C:22](=[O:30])[N:23]([CH3:29])[C:24](=[O:28])[N:25]([CH3:27])[CH:26]=2)[CH:20]=1)[CH3:7])[CH3:2]. The yield is 0.300.